This data is from Catalyst prediction with 721,799 reactions and 888 catalyst types from USPTO. The task is: Predict which catalyst facilitates the given reaction. (1) Reactant: C([Si](C1C=CC=CC=1)(C1C=CC=CC=1)[O:6][C:7]1[CH:8]=[CH:9][C:10]2[C:14]([O:15][C:16]3[CH:21]=[CH:20][C:19]([O:22][CH2:23][CH2:24][N:25]4[CH2:30][CH2:29][CH2:28][CH2:27][CH2:26]4)=[CH:18][CH:17]=3)=[C:13]([C:31]3[CH:38]=[CH:37][C:34]([CH:35]=[O:36])=[CH:33][CH:32]=3)[S:12][C:11]=2[CH:39]=1)(C)(C)C.[F-].C([N+](CCCC)(CCCC)CCCC)CCC. Product: [OH:6][C:7]1[CH:8]=[CH:9][C:10]2[C:14]([O:15][C:16]3[CH:21]=[CH:20][C:19]([O:22][CH2:23][CH2:24][N:25]4[CH2:30][CH2:29][CH2:28][CH2:27][CH2:26]4)=[CH:18][CH:17]=3)=[C:13]([C:31]3[CH:32]=[CH:33][C:34]([CH:35]=[O:36])=[CH:37][CH:38]=3)[S:12][C:11]=2[CH:39]=1. The catalyst class is: 7. (2) Product: [F:30][C:16]1[CH:17]=[C:18]2[C:13](=[CH:14][CH:15]=1)[N:12]=[C:11]([CH:9]([NH:8][C:6](=[O:7])[O:5][C:1]([CH3:3])([CH3:4])[CH3:2])[CH3:10])[C:20]([C:21]1[CH:22]=[CH:23][CH:24]=[CH:25][CH:26]=1)=[C:19]2[C:27](=[O:28])[NH:34][CH:31]([CH3:33])[CH3:32]. Reactant: [C:1]([O:5][C:6]([NH:8][CH:9]([C:11]1[C:20]([C:21]2[CH:26]=[CH:25][CH:24]=[CH:23][CH:22]=2)=[C:19]([C:27](O)=[O:28])[C:18]2[C:13](=[CH:14][CH:15]=[C:16]([F:30])[CH:17]=2)[N:12]=1)[CH3:10])=[O:7])([CH3:4])([CH3:3])[CH3:2].[CH:31]([NH2:34])([CH3:33])[CH3:32].CN(C(ON1N=NC2C=CC=NC1=2)=[N+](C)C)C.F[P-](F)(F)(F)(F)F.CCOC(C)=O. The catalyst class is: 3. (3) Reactant: [C:1]([C:5]1[CH:6]=[C:7]([CH:12]=[CH:13][C:14]=1OS(C(F)(F)F)(=O)=O)[C:8]([O:10][CH3:11])=[O:9])([CH3:4])([CH3:3])[CH3:2].[CH3:23][O:24][C:25]1[CH:26]=[C:27](B(O)O)[CH:28]=[CH:29][CH:30]=1.C(=O)([O-])[O-].[K+].[K+]. Product: [CH3:2][C:1]([C:5]1[CH:6]=[C:7]([C:8]([O:10][CH3:11])=[O:9])[CH:12]=[CH:13][C:14]=1[C:29]1[CH:28]=[CH:27][CH:26]=[C:25]([O:24][CH3:23])[CH:30]=1)([CH3:4])[CH3:3]. The catalyst class is: 73.